From a dataset of Reaction yield outcomes from USPTO patents with 853,638 reactions. Predict the reaction yield, written as a fraction of the theoretical maximum amount of product (1.0 means a 100% yield; for example, 0.34 means a 34% yield). (1) The reactants are [CH2:1]([N:8]1[CH2:31][CH2:30][C:11]2([N:15]=[C:14]([C:16]3[CH:21]=[CH:20][C:19]([Br:22])=[CH:18][CH:17]=3)[N:13]([CH2:23][C@@H:24]3[CH2:28][CH2:27][NH:26][CH2:25]3)[C:12]2=[O:29])[CH2:10][CH2:9]1)[C:2]1[CH:7]=[CH:6][CH:5]=[CH:4][CH:3]=1.C(N(CC)CC)C.[CH:39]1([C:42](Cl)=[O:43])[CH2:41][CH2:40]1.CO. The catalyst is C(Cl)Cl. The product is [CH2:1]([N:8]1[CH2:9][CH2:10][C:11]2([N:15]=[C:14]([C:16]3[CH:21]=[CH:20][C:19]([Br:22])=[CH:18][CH:17]=3)[N:13]([CH2:23][C@@H:24]3[CH2:28][CH2:27][N:26]([C:42]([CH:39]4[CH2:41][CH2:40]4)=[O:43])[CH2:25]3)[C:12]2=[O:29])[CH2:30][CH2:31]1)[C:2]1[CH:3]=[CH:4][CH:5]=[CH:6][CH:7]=1. The yield is 0.990. (2) The reactants are [CH:1]([C:3]1[CH:11]=[CH:10][C:6]([C:7](Cl)=[O:8])=[CH:5][CH:4]=1)=[CH2:2].[OH:12][CH2:13][CH:14]1[CH2:18][O:17][C:16](=[S:19])[NH:15]1.N1C=CC=CC=1. The catalyst is C1COCC1. The product is [S:19]=[C:16]1[NH:15][CH:14]([CH2:13][O:12][C:7](=[O:8])[C:6]2[CH:10]=[CH:11][C:3]([CH:1]=[CH2:2])=[CH:4][CH:5]=2)[CH2:18][O:17]1. The yield is 0.730. (3) The reactants are Br[C:2]1[CH:7]=[C:6]([F:8])[C:5]([Cl:9])=[CH:4][C:3]=1[F:10].C([Mg]Cl)(C)C.C(O[B:20]1[O:24][C:23]([CH3:26])([CH3:25])[C:22]([CH3:28])([CH3:27])[O:21]1)(C)C.C(OCC)C. The catalyst is O1CCCC1. The product is [Cl:9][C:5]1[C:6]([F:8])=[CH:7][C:2]([B:20]2[O:24][C:23]([CH3:26])([CH3:25])[C:22]([CH3:28])([CH3:27])[O:21]2)=[C:3]([F:10])[CH:4]=1. The yield is 0.723.